Dataset: Full USPTO retrosynthesis dataset with 1.9M reactions from patents (1976-2016). Task: Predict the reactants needed to synthesize the given product. (1) Given the product [ClH:1].[Cl:1][C:2]1[C:11]2[C:6](=[CH:7][CH:8]=[CH:9][C:10]=2[NH:12][CH:14]2[CH2:19][CH2:18][NH:17][CH2:16][CH2:15]2)[CH:5]=[N:4][CH:3]=1, predict the reactants needed to synthesize it. The reactants are: [Cl:1][C:2]1[C:11]2[C:6](=[CH:7][CH:8]=[CH:9][C:10]=2[NH2:12])[CH:5]=[N:4][CH:3]=1.O=[C:14]1[CH2:19][CH2:18][N:17](C(OC(C)(C)C)=O)[CH2:16][CH2:15]1.[BH4-].[Na+].C(=O)([O-])O.[Na+]. (2) Given the product [CH3:27][C:26]1[CH:25]=[CH:24][CH:23]=[C:22]([CH3:28])[C:21]=1[N:20]1[C:4](=[O:5])[C:6]2[CH:11]=[N:10][C:9]([S:12][CH3:13])=[N:8][C:7]=2[N:14]2[CH2:15][CH2:16][N:17]=[C:18]12, predict the reactants needed to synthesize it. The reactants are: C(O[C:4]([C:6]1[C:7]([NH:14][CH2:15][CH2:16][NH:17][C:18]([NH:20][C:21]2[C:26]([CH3:27])=[CH:25][CH:24]=[CH:23][C:22]=2[CH3:28])=O)=[N:8][C:9]([S:12][CH3:13])=[N:10][CH:11]=1)=[O:5])C. (3) Given the product [F:1][C:2]1[CH:7]=[C:6]([N+:8]([O-:10])=[O:9])[CH:5]=[CH:4][C:3]=1[C:11]1[C:16]([CH2:17][OH:18])=[CH:15][N:14]=[C:13]([NH:19][C:20](=[O:22])[CH3:21])[CH:12]=1, predict the reactants needed to synthesize it. The reactants are: [F:1][C:2]1[CH:7]=[C:6]([N+:8]([O-:10])=[O:9])[CH:5]=[CH:4][C:3]=1[C:11]1[C:16]([CH:17]=[O:18])=[CH:15][N:14]=[C:13]([NH:19][C:20](=[O:22])[CH3:21])[CH:12]=1.[BH4-].[Na+]. (4) The reactants are: [C:1]([O:5][C:6](=[O:33])[NH:7][C@H:8]([C:24]1[CH:29]=[CH:28][C:27]([O:30][CH3:31])=[C:26]([CH3:32])[CH:25]=1)[C:9](N1[C@H](CC2C=CC=CC=2)COC1=O)=[O:10])([CH3:4])([CH3:3])[CH3:2].[OH:34]O.O.[OH-].[Li+]. Given the product [C:1]([O:5][C:6]([NH:7][C@H:8]([C:24]1[CH:29]=[CH:28][C:27]([O:30][CH3:31])=[C:26]([CH3:32])[CH:25]=1)[C:9]([OH:10])=[O:34])=[O:33])([CH3:2])([CH3:3])[CH3:4], predict the reactants needed to synthesize it.